Dataset: Catalyst prediction with 721,799 reactions and 888 catalyst types from USPTO. Task: Predict which catalyst facilitates the given reaction. (1) Reactant: [C:1]([N:4]1[CH2:9][CH2:8][N:7]([C:10]([C:12]2[CH:17]=[CH:16][C:15]([NH:18][C:19]3[N:24]=[C:23]([C:25]4[CH:30]=[CH:29][C:28]([NH2:31])=[CH:27][CH:26]=4)[CH:22]=[CH:21][N:20]=3)=[CH:14][CH:13]=2)=[O:11])[CH2:6][CH2:5]1)(=[O:3])[CH3:2].[C:32]1([S:38](Cl)(=[O:40])=[O:39])[CH:37]=[CH:36][CH:35]=[CH:34][CH:33]=1. Product: [C:1]([N:4]1[CH2:9][CH2:8][N:7]([C:10]([C:12]2[CH:13]=[CH:14][C:15]([NH:18][C:19]3[N:24]=[C:23]([C:25]4[CH:26]=[CH:27][C:28]([NH:31][S:38]([C:32]5[CH:37]=[CH:36][CH:35]=[CH:34][CH:33]=5)(=[O:40])=[O:39])=[CH:29][CH:30]=4)[CH:22]=[CH:21][N:20]=3)=[CH:16][CH:17]=2)=[O:11])[CH2:6][CH2:5]1)(=[O:3])[CH3:2]. The catalyst class is: 383. (2) Reactant: [Br:1][C:2]1[CH:3]=[C:4]2[C:9](=[CH:10][CH:11]=1)[N:8]1[C:12]([C:15]3[CH:20]=[CH:19][CH:18]=[CH:17][CH:16]=3)=[N:13][N:14]=[C:7]1[CH:6]=[N:5]2.[OH:21]O.O. Product: [Br:1][C:2]1[CH:3]=[C:4]2[C:9](=[CH:10][CH:11]=1)[N:8]1[C:12]([C:15]3[CH:20]=[CH:19][CH:18]=[CH:17][CH:16]=3)=[N:13][N:14]=[C:7]1[C:6](=[O:21])[NH:5]2. The catalyst class is: 15.